From a dataset of Catalyst prediction with 721,799 reactions and 888 catalyst types from USPTO. Predict which catalyst facilitates the given reaction. (1) Reactant: [K+].[Br-].[F:3][C:4]([F:24])([CH:7]([F:23])[O:8][C:9]([F:22])([F:21])[C:10]([F:20])([F:19])[C:11]([F:18])([F:17])[O:12][C:13]([F:16])([F:15])[F:14])[CH2:5][OH:6].[O-]Cl.[Na+].S(=O)(=O)(O)[OH:29]. Product: [F:3][C:4]([F:24])([CH:7]([F:23])[O:8][C:9]([F:22])([F:21])[C:10]([F:19])([F:20])[C:11]([F:17])([F:18])[O:12][C:13]([F:14])([F:15])[F:16])[C:5]([OH:29])=[O:6]. The catalyst class is: 578. (2) Reactant: [F:1][C:2]([F:37])([F:36])[C:3]1[CH:4]=[C:5]([NH:9][C:10](=[O:35])[C:11](=[CH:25][C:26]2[CH:31]=[CH:30][C:29]([CH:32]([CH3:34])[CH3:33])=[CH:28][CH:27]=2)[C:12]([NH:14][C:15]2[CH:20]=[CH:19][CH:18]=[C:17]([C:21]([F:24])([F:23])[F:22])[CH:16]=2)=[O:13])[CH:6]=[CH:7][CH:8]=1.[NH:38]1[CH2:43][CH2:42][O:41][CH2:40][CH2:39]1. Product: [F:1][C:2]([F:36])([F:37])[C:3]1[CH:4]=[C:5]([NH:9][C:10](=[O:35])[CH:11]([CH:25]([C:26]2[CH:31]=[CH:30][C:29]([CH:32]([CH3:34])[CH3:33])=[CH:28][CH:27]=2)[N:38]2[CH2:43][CH2:42][O:41][CH2:40][CH2:39]2)[C:12]([NH:14][C:15]2[CH:20]=[CH:19][CH:18]=[C:17]([C:21]([F:22])([F:23])[F:24])[CH:16]=2)=[O:13])[CH:6]=[CH:7][CH:8]=1. The catalyst class is: 1. (3) Reactant: [CH3:1][CH:2]1[CH2:7][CH:6]([CH2:8][NH2:9])[CH2:5][CH2:4][NH:3]1.[C:10](O[C:10]([O:12][C:13]([CH3:16])([CH3:15])[CH3:14])=[O:11])([O:12][C:13]([CH3:16])([CH3:15])[CH3:14])=[O:11]. Product: [CH3:1][CH:2]1[CH2:7][CH:6]([CH2:8][NH:9][C:10](=[O:11])[O:12][C:13]([CH3:16])([CH3:15])[CH3:14])[CH2:5][CH2:4][NH:3]1. The catalyst class is: 143. (4) Reactant: [CH2:1]([O:3][C:4]([C:6]1[S:7][C:8]([S:20][CH3:21])=[C:9]([C:18]#[N:19])[C:10]=1[C:11]1[CH:16]=[CH:15][C:14](I)=[CH:13][CH:12]=1)=[O:5])[CH3:2].[CH2:22]([Sn](CCCC)(CCCC)C=C)[CH2:23]CC.[Li+].[Cl-]. Product: [CH2:1]([O:3][C:4]([C:6]1[S:7][C:8]([S:20][CH3:21])=[C:9]([C:18]#[N:19])[C:10]=1[C:11]1[CH:16]=[CH:15][C:14]([CH:22]=[CH2:23])=[CH:13][CH:12]=1)=[O:5])[CH3:2]. The catalyst class is: 176.